Task: Regression. Given a peptide amino acid sequence and an MHC pseudo amino acid sequence, predict their binding affinity value. This is MHC class I binding data.. Dataset: Peptide-MHC class I binding affinity with 185,985 pairs from IEDB/IMGT (1) The peptide sequence is AYNENMETM. The MHC is H-2-Db with pseudo-sequence H-2-Db. The binding affinity (normalized) is 0.395. (2) The peptide sequence is ETWVETWAF. The MHC is HLA-A25:01 with pseudo-sequence HLA-A25:01. The binding affinity (normalized) is 0.387.